Dataset: Peptide-MHC class I binding affinity with 185,985 pairs from IEDB/IMGT. Task: Regression. Given a peptide amino acid sequence and an MHC pseudo amino acid sequence, predict their binding affinity value. This is MHC class I binding data. (1) The peptide sequence is ATYTGVFDK. The MHC is HLA-A11:01 with pseudo-sequence HLA-A11:01. The binding affinity (normalized) is 0.837. (2) The peptide sequence is GLLGNVSTV. The MHC is HLA-A02:06 with pseudo-sequence HLA-A02:06. The binding affinity (normalized) is 0.703.